Task: Predict which catalyst facilitates the given reaction.. Dataset: Catalyst prediction with 721,799 reactions and 888 catalyst types from USPTO Reactant: Cl[C:2]1[N:7]=[C:6]([C:8]2[CH:13]=[CH:12][CH:11]=[CH:10][C:9]=2[O:14][CH3:15])[CH:5]=[C:4]([CH3:16])[N:3]=1.[NH2:17][C:18]1[CH:23]=[CH:22][C:21]([CH2:24][S:25]([NH2:28])(=[O:27])=[O:26])=[CH:20][CH:19]=1. Product: [CH3:15][O:14][C:9]1[CH:10]=[CH:11][CH:12]=[CH:13][C:8]=1[C:6]1[CH:5]=[C:4]([CH3:16])[N:3]=[C:2]([NH:17][C:18]2[CH:23]=[CH:22][C:21]([CH2:24][S:25]([NH2:28])(=[O:26])=[O:27])=[CH:20][CH:19]=2)[N:7]=1. The catalyst class is: 3.